Dataset: Reaction yield outcomes from USPTO patents with 853,638 reactions. Task: Predict the reaction yield, written as a fraction of the theoretical maximum amount of product (1.0 means a 100% yield; for example, 0.34 means a 34% yield). (1) The reactants are C(OC(=O)[NH:7][CH2:8][C:9](=[O:39])[NH:10][C:11]1[CH:16]=[CH:15][C:14]([S:17]([N:20]2[CH2:25][CH2:24][C:23](=[N:26][O:27][CH2:28][C:29]3[CH:34]=[CH:33][CH:32]=[C:31]([C:35]([F:38])([F:37])[F:36])[CH:30]=3)[CH2:22][CH2:21]2)(=[O:19])=[O:18])=[CH:13][CH:12]=1)(C)(C)C.[ClH:41]. The catalyst is C(OCC)(=O)C.CCOCC. The product is [ClH:41].[NH2:7][CH2:8][C:9]([NH:10][C:11]1[CH:16]=[CH:15][C:14]([S:17]([N:20]2[CH2:25][CH2:24][C:23](=[N:26][O:27][CH2:28][C:29]3[CH:34]=[CH:33][CH:32]=[C:31]([C:35]([F:37])([F:38])[F:36])[CH:30]=3)[CH2:22][CH2:21]2)(=[O:18])=[O:19])=[CH:13][CH:12]=1)=[O:39]. The yield is 0.990. (2) The reactants are [CH:1]12[CH:6]([C:7]([O:9]CC)=[O:8])[CH:5]1[CH2:4][CH2:3][O:2]2.[Li+].[OH-]. The catalyst is CO.C1COCC1.O. The product is [CH:1]12[CH:6]([C:7]([OH:9])=[O:8])[CH:5]1[CH2:4][CH2:3][O:2]2. The yield is 0.609. (3) The reactants are [N+:1]([C:4]1[CH:9]=[CH:8][C:7]([C:10]2[N:15]=[C:14]([N:16]3[CH2:21][CH2:20][S:19][CH2:18][CH2:17]3)[N:13]=[C:12]([N:22]3[CH:27]4[CH2:28][CH2:29][CH:23]3[CH2:24][O:25][CH2:26]4)[N:11]=2)=[CH:6][CH:5]=1)([O-])=O.O.O.[Sn](Cl)Cl. The catalyst is N1C=CC=CC=1.CN(C=O)C. The product is [CH:23]12[N:22]([C:12]3[N:13]=[C:14]([N:16]4[CH2:17][CH2:18][S:19][CH2:20][CH2:21]4)[N:15]=[C:10]([C:7]4[CH:8]=[CH:9][C:4]([NH2:1])=[CH:5][CH:6]=4)[N:11]=3)[CH:27]([CH2:28][CH2:29]1)[CH2:26][O:25][CH2:24]2. The yield is 0.500.